Dataset: Forward reaction prediction with 1.9M reactions from USPTO patents (1976-2016). Task: Predict the product of the given reaction. (1) Given the reactants [CH3:1][N:2]([CH2:4][CH:5]1[C:10]([OH:19])([C:11]2[CH:16]=[C:15]([O:17][CH3:18])[CH:14]=[CH:13][CH:12]=2)[CH2:9][CH2:8][CH2:7][CH2:6]1)[CH3:3].C([O-])(=O)C1C(=CC=CC=1)O.C([O-])(=O)C1C=CC=CC=1.[OH-].[Na+].[ClH:41].C(O)(C)C.CN(CC1C(O)(C2C=C(OC)C=CC=2)CCCC1)C, predict the reaction product. The product is: [CH3:3][N:2]([CH2:4][CH:5]1[C:10]([OH:19])([C:11]2[CH:16]=[C:15]([O:17][CH3:18])[CH:14]=[CH:13][CH:12]=2)[CH2:9][CH2:8][CH2:7][CH2:6]1)[CH3:1].[ClH:41]. (2) Given the reactants [CH2:1]([S:3]([N:6]1[CH2:9][C:8]([N:12]2[CH:16]=[C:15]([C:17]3[C:18]4[CH:25]=[CH:24][N:23](COCC[Si](C)(C)C)[C:19]=4[N:20]=[CH:21][N:22]=3)[CH:14]=[N:13]2)([CH2:10][F:11])[CH2:7]1)(=[O:5])=[O:4])[CH3:2].[C:34]([OH:40])([C:36]([F:39])([F:38])[F:37])=[O:35].C(N)CN, predict the reaction product. The product is: [CH2:1]([S:3]([N:6]1[CH2:7][C:8]([N:12]2[CH:16]=[C:15]([C:17]3[C:18]4[CH:25]=[CH:24][NH:23][C:19]=4[N:20]=[CH:21][N:22]=3)[CH:14]=[N:13]2)([CH2:10][F:11])[CH2:9]1)(=[O:4])=[O:5])[CH3:2].[C:34]([OH:40])([C:36]([F:39])([F:38])[F:37])=[O:35].